This data is from Full USPTO retrosynthesis dataset with 1.9M reactions from patents (1976-2016). The task is: Predict the reactants needed to synthesize the given product. (1) Given the product [F:17][CH:2]([F:1])[CH2:3][N:4]([CH2:5][C:6]1[NH:7][C:8](=[O:16])[C:9]2[CH2:15][O:14][CH2:13][CH2:12][C:10]=2[N:11]=1)[C:32](=[O:33])[CH2:31][N:28]1[CH2:29][CH2:30][CH:25]([C:23](=[O:24])[C:22]2[CH:21]=[CH:20][C:19]([F:18])=[CH:36][CH:35]=2)[CH2:26][CH2:27]1, predict the reactants needed to synthesize it. The reactants are: [F:1][CH:2]([F:17])[CH2:3][NH:4][CH2:5][C:6]1[NH:7][C:8](=[O:16])[C:9]2[CH2:15][O:14][CH2:13][CH2:12][C:10]=2[N:11]=1.[F:18][C:19]1[CH:36]=[CH:35][C:22]([C:23]([CH:25]2[CH2:30][CH2:29][N:28]([CH2:31][C:32](O)=[O:33])[CH2:27][CH2:26]2)=[O:24])=[CH:21][CH:20]=1.CC#N.O. (2) Given the product [Cl:1][C:2]1[CH:3]=[C:4]([F:39])[C:5]2[N:11]3[CH:12]=[CH:13][CH:14]=[C:10]3[C@@H:9]([CH2:15][CH2:16][N:17]3[N:21]=[N:20][C:19]([CH2:22][C:23]([OH:25])=[O:24])=[N:18]3)[O:8][C@H:7]([C:28]3[CH:33]=[CH:32][CH:31]=[C:30]([O:34][CH3:35])[C:29]=3[O:36][CH3:37])[C:6]=2[CH:38]=1, predict the reactants needed to synthesize it. The reactants are: [Cl:1][C:2]1[CH:3]=[C:4]([F:39])[C:5]2[N:11]3[CH:12]=[CH:13][CH:14]=[C:10]3[C@@H:9]([CH2:15][CH2:16][N:17]3[N:21]=[N:20][C:19]([CH2:22][C:23]([O:25]CC)=[O:24])=[N:18]3)[O:8][C@H:7]([C:28]3[CH:33]=[CH:32][CH:31]=[C:30]([O:34][CH3:35])[C:29]=3[O:36][CH3:37])[C:6]=2[CH:38]=1.C(=O)([O-])[O-].[K+].[K+]. (3) Given the product [NH2:28][C:22]1[N:23]=[C:24]([NH:27][C:39](=[O:40])[CH2:38][O:37][CH3:36])[CH:25]=[CH:26][C:21]=1[C:19]1[O:18][N:17]=[C:16]([CH2:15][C:12]2[CH:13]=[N:14][C:9]([O:8][CH2:1][C:2]3[CH:7]=[CH:6][CH:5]=[CH:4][CH:3]=3)=[CH:10][CH:11]=2)[CH:20]=1, predict the reactants needed to synthesize it. The reactants are: [CH2:1]([O:8][C:9]1[N:14]=[CH:13][C:12]([CH2:15][C:16]2[CH:20]=[C:19]([C:21]3[C:22]([NH2:28])=[N:23][C:24]([NH2:27])=[CH:25][CH:26]=3)[O:18][N:17]=2)=[CH:11][CH:10]=1)[C:2]1[CH:7]=[CH:6][CH:5]=[CH:4][CH:3]=1.C(N(CC)CC)C.[CH3:36][O:37][CH2:38][C:39](Cl)=[O:40]. (4) The reactants are: [F:1][C:2]([F:37])([F:36])[C:3]1[CH:8]=[C:7]([C:9]2[O:13][N:12]=[C:11]([C:14]3[CH:22]=[CH:21][CH:20]=[C:19]4[C:15]=3[CH:16]=[CH:17][N:18]4[CH2:23][CH2:24][C:25]([O:27]CC)=[O:26])[N:10]=2)[CH:6]=[CH:5][C:4]=1[C:30]1[CH:35]=[CH:34][CH:33]=[CH:32][CH:31]=1.[OH-].[Na+:39].O. Given the product [F:37][C:2]([F:1])([F:36])[C:3]1[CH:8]=[C:7]([C:9]2[O:13][N:12]=[C:11]([C:14]3[CH:22]=[CH:21][CH:20]=[C:19]4[C:15]=3[CH:16]=[CH:17][N:18]4[CH2:23][CH2:24][C:25]([O-:27])=[O:26])[N:10]=2)[CH:6]=[CH:5][C:4]=1[C:30]1[CH:31]=[CH:32][CH:33]=[CH:34][CH:35]=1.[Na+:39], predict the reactants needed to synthesize it. (5) Given the product [F:1][C:2]1[CH:3]=[C:4]2[C:8](=[CH:9][CH:10]=1)[NH:7][CH2:6][CH2:5]2, predict the reactants needed to synthesize it. The reactants are: [F:1][C:2]1[CH:3]=[C:4]2[C:8](=[CH:9][CH:10]=1)[NH:7][CH:6]=[CH:5]2.C([BH3-])#N.[Na+]. (6) Given the product [F:1][C:2]([F:15])([F:14])[S:3]([O:6][C:17]1[C:18]([C:27]([O:29][CH3:30])=[O:28])=[CH:19][C:20]2[C:25]([CH:26]=1)=[CH:24][CH:23]=[CH:22][CH:21]=2)(=[O:5])=[O:4], predict the reactants needed to synthesize it. The reactants are: [F:1][C:2]([F:15])([F:14])[S:3]([O:6]S(C(F)(F)F)(=O)=O)(=[O:5])=[O:4].O[C:17]1[C:18]([C:27]([O:29][CH3:30])=[O:28])=[CH:19][C:20]2[C:25]([CH:26]=1)=[CH:24][CH:23]=[CH:22][CH:21]=2.C(N(CC)CC)C.O. (7) Given the product [NH:2]1[CH:3]=[CH:4][C:5]([C:7]2[CH:8]=[C:9]([CH:12]=[CH:13][CH:14]=2)[C:10]#[N:11])=[N:19]1, predict the reactants needed to synthesize it. The reactants are: C[N:2](C)/[CH:3]=[CH:4]/[C:5]([C:7]1[CH:8]=[C:9]([CH:12]=[CH:13][CH:14]=1)[C:10]#[N:11])=O.C(O)C.[NH2:19]N. (8) Given the product [CH3:1][O:2][C:3]1[CH:4]=[C:5]2[C:10](=[CH:11][C:12]=1[O:13][CH3:14])[N:9]=[CH:8][CH:7]=[C:6]2[O:15][C:16]1[CH:17]=[CH:18][C:19]([NH:22][CH2:23][CH2:24][O:25][C:26]2[CH:31]=[CH:30][CH:29]=[CH:28][C:27]=2[OH:32])=[CH:20][CH:21]=1, predict the reactants needed to synthesize it. The reactants are: [CH3:1][O:2][C:3]1[CH:4]=[C:5]2[C:10](=[CH:11][C:12]=1[O:13][CH3:14])[N:9]=[CH:8][CH:7]=[C:6]2[O:15][C:16]1[CH:21]=[CH:20][C:19]([NH:22][C:23](=O)[CH2:24][O:25][C:26]2[CH:31]=[CH:30][CH:29]=[CH:28][C:27]=2[OH:32])=[CH:18][CH:17]=1.Cl.[OH-].[Na+]. (9) Given the product [CH3:6][O:7][C:8]1[CH:9]=[CH:10][C:11]([O:12][C:13]2[CH:23]=[CH:22][CH:21]=[C:20]([O:24][C:25]3[CH:30]=[CH:29][C:28]4[O:31][CH2:32][O:33][C:27]=4[CH:26]=3)[C:14]=2[C:15]([OH:17])=[O:16])=[CH:34][CH:35]=1, predict the reactants needed to synthesize it. The reactants are: [OH-].[Na+].CCO.[CH3:6][O:7][C:8]1[CH:35]=[CH:34][C:11]([O:12][C:13]2[CH:23]=[CH:22][CH:21]=[C:20]([O:24][C:25]3[CH:30]=[CH:29][C:28]4[O:31][CH2:32][O:33][C:27]=4[CH:26]=3)[C:14]=2[C:15]([O:17]CC)=[O:16])=[CH:10][CH:9]=1. (10) Given the product [Cl:1][C:2]1[CH:3]=[CH:4][C:5]2[N:11]3[CH:12]=[CH:13][CH:14]=[C:10]3[C@@H:9]([CH2:15][CH:16]([OH:21])[CH2:17][C:18]([N:44]3[CH2:43][CH2:42][N:41]([C:35](=[O:34])[C:36]([O:38][CH2:39][CH3:40])=[O:37])[CH2:46][CH2:45]3)=[O:19])[O:8][C@H:7]([C:22]3[CH:27]=[CH:26][CH:25]=[C:24]([O:28][CH3:29])[C:23]=3[O:30][CH3:31])[C:6]=2[CH:32]=1, predict the reactants needed to synthesize it. The reactants are: [Cl:1][C:2]1[CH:3]=[CH:4][C:5]2[N:11]3[CH:12]=[CH:13][CH:14]=[C:10]3[C@@H:9]([CH2:15][CH:16]([OH:21])[CH2:17][C:18](O)=[O:19])[O:8][C@H:7]([C:22]3[CH:27]=[CH:26][CH:25]=[C:24]([O:28][CH3:29])[C:23]=3[O:30][CH3:31])[C:6]=2[CH:32]=1.Cl.[O:34]=[C:35]([N:41]1[CH2:46][CH2:45][NH:44][CH2:43][CH2:42]1)[C:36]([O:38][CH2:39][CH3:40])=[O:37].C(N(CC)CC)C.P(C#N)(OCC)(OCC)=O.